This data is from Peptide-MHC class I binding affinity with 185,985 pairs from IEDB/IMGT. The task is: Regression. Given a peptide amino acid sequence and an MHC pseudo amino acid sequence, predict their binding affinity value. This is MHC class I binding data. (1) The binding affinity (normalized) is 0.0847. The MHC is HLA-B27:05 with pseudo-sequence HLA-B27:05. The peptide sequence is IQRRGAQFQ. (2) The peptide sequence is FLRKNQRAL. The MHC is HLA-A69:01 with pseudo-sequence HLA-A69:01. The binding affinity (normalized) is 0.0847. (3) The peptide sequence is ETIQVTISSY. The MHC is HLA-A29:02 with pseudo-sequence HLA-A29:02. The binding affinity (normalized) is 0.194.